From a dataset of Full USPTO retrosynthesis dataset with 1.9M reactions from patents (1976-2016). Predict the reactants needed to synthesize the given product. Given the product [F:7][C:8]1[CH:26]=[CH:25][C:11]([NH:12][C:13]2[CH:21]=[C:20]([N+:22]([O-:24])=[O:23])[CH:19]=[CH:18][C:14]=2[C:15]([O:17][C:34]([CH3:37])([CH3:36])[CH3:35])=[O:16])=[CH:10][CH:9]=1, predict the reactants needed to synthesize it. The reactants are: CN(C)C(=O)C.[F:7][C:8]1[CH:26]=[CH:25][C:11]([NH:12][C:13]2[CH:21]=[C:20]([N+:22]([O-:24])=[O:23])[CH:19]=[CH:18][C:14]=2[C:15]([OH:17])=[O:16])=[CH:10][CH:9]=1.C(=O)([O-])[O-].[K+].[K+].Br[C:34]([CH3:37])([CH3:36])[CH3:35].